This data is from Reaction yield outcomes from USPTO patents with 853,638 reactions. The task is: Predict the reaction yield, written as a fraction of the theoretical maximum amount of product (1.0 means a 100% yield; for example, 0.34 means a 34% yield). (1) The reactants are FC(F)(F)S(O[C:7]1[CH:12]=[C:11]([Cl:13])[C:10]([CH2:14][CH:15]2[CH2:19][CH2:18][N:17]([CH:20]3[CH2:25][CH2:24][CH2:23][CH2:22][CH2:21]3)[C:16]2=[O:26])=[C:9]([Cl:27])[CH:8]=1)(=O)=O.[C:30]([CH2:33][CH2:34][C:35]1[CH:40]=[CH:39][C:38](B(O)O)=[CH:37][CH:36]=1)([OH:32])=[O:31]. The catalyst is O1CCOCC1.C([O-])([O-])=O.[Na+].[Na+]. The product is [Cl:27][C:9]1[CH:8]=[C:7]([C:38]2[CH:39]=[CH:40][C:35]([CH2:34][CH2:33][C:30]([OH:32])=[O:31])=[CH:36][CH:37]=2)[CH:12]=[C:11]([Cl:13])[C:10]=1[CH2:14][CH:15]1[CH2:19][CH2:18][N:17]([CH:20]2[CH2:25][CH2:24][CH2:23][CH2:22][CH2:21]2)[C:16]1=[O:26]. The yield is 0.620. (2) The reactants are C([C@@H]1COC(=O)N1[C:14](=[O:27])[C@@H:15]([C:17]1[CH:22]=[C:21]([O:23][CH3:24])[CH:20]=[C:19]([O:25][CH3:26])[CH:18]=1)[CH3:16])C1C=CC=CC=1.[OH-:28].[Li+].O.CCCCCC. The catalyst is C1COCC1. The product is [CH3:24][O:23][C:21]1[CH:22]=[C:17]([C@@H:15]([CH3:16])[C:14]([OH:27])=[O:28])[CH:18]=[C:19]([O:25][CH3:26])[CH:20]=1. The yield is 0.500. (3) The yield is 0.650. The product is [Cl:22][C:2]1[N:7]2[N:8]=[C:9]([CH:11]([CH3:13])[CH3:12])[N:10]=[C:6]2[N:5]=[C:4]([CH3:14])[C:3]=1[CH2:15][C:16]([O:18][CH3:19])=[O:17]. No catalyst specified. The reactants are O[C:2]1[N:7]2[N:8]=[C:9]([CH:11]([CH3:13])[CH3:12])[N:10]=[C:6]2[N:5]=[C:4]([CH3:14])[C:3]=1[CH2:15][C:16]([O:18][CH3:19])=[O:17].P(Cl)(Cl)([Cl:22])=O. (4) The catalyst is C(OCC)(=O)C.CCCCCC. The yield is 0.820. The product is [OH:19][CH2:8][CH:7]([C:11]1[C:12]([CH3:18])=[CH:13][C:14]([CH3:17])=[C:15]([CH3:16])[C:10]=1[OH:9])[C:1]1[CH:2]=[CH:3][CH:4]=[CH:5][CH:6]=1. The reactants are [C:1]1([CH:7]2[C:11]3[C:12]([CH3:18])=[CH:13][C:14]([CH3:17])=[C:15]([CH3:16])[C:10]=3[O:9][C:8]2=[O:19])[CH:6]=[CH:5][CH:4]=[CH:3][CH:2]=1. (5) The yield is 0.750. The catalyst is CN(C)C1C=CN=CC=1.ClCCl. The product is [C:19]([O:18][C:16]([N:5]1[C:4]2[CH:7]=[C:8]([C:10]3[CH:15]=[CH:14][CH:13]=[CH:12][CH:11]=3)[S:9][C:3]=2[C:2]([I:1])=[N:6]1)=[O:17])([CH3:22])([CH3:21])[CH3:20]. The reactants are [I:1][C:2]1[C:3]2[S:9][C:8]([C:10]3[CH:15]=[CH:14][CH:13]=[CH:12][CH:11]=3)=[CH:7][C:4]=2[NH:5][N:6]=1.[C:16](O[C:16]([O:18][C:19]([CH3:22])([CH3:21])[CH3:20])=[O:17])([O:18][C:19]([CH3:22])([CH3:21])[CH3:20])=[O:17]. (6) The yield is 0.720. The reactants are [CH2:1]([N:5]1[C:14]([CH2:15][NH:16]C(=O)OC(C)(C)C)=[C:13]([C:24]2[CH:29]=[CH:28][CH:27]=[CH:26][CH:25]=2)[C:12]2[C:7](=[CH:8][CH:9]=[C:10]([N:30]3[N:34]=[C:33]([CH3:35])[O:32][CH2:31]3)[CH:11]=2)[C:6]1=[O:36])[CH:2]([CH3:4])[CH3:3].Cl. The catalyst is C(OCC)(=O)C. The product is [NH2:16][CH2:15][C:14]1[N:5]([CH2:1][CH:2]([CH3:4])[CH3:3])[C:6](=[O:36])[C:7]2[C:12]([C:13]=1[C:24]1[CH:25]=[CH:26][CH:27]=[CH:28][CH:29]=1)=[CH:11][C:10]([N:30]1[N:34]=[C:33]([CH3:35])[O:32][CH2:31]1)=[CH:9][CH:8]=2. (7) The reactants are [Cl:1][C:2]1[CH:3]=[C:4]2[C:8](=[CH:9][C:10]=1[Cl:11])[NH:7][CH:6]=[C:5]2[CH2:12][C:13]([O:15]CC)=[O:14].[Li+].[OH-].Cl. The catalyst is C1COCC1.O. The product is [Cl:1][C:2]1[CH:3]=[C:4]2[C:8](=[CH:9][C:10]=1[Cl:11])[NH:7][CH:6]=[C:5]2[CH2:12][C:13]([OH:15])=[O:14]. The yield is 0.845.